This data is from Full USPTO retrosynthesis dataset with 1.9M reactions from patents (1976-2016). The task is: Predict the reactants needed to synthesize the given product. (1) The reactants are: [CH:1]1([O:7][C:8]([O:10][CH:11]([O:13][C:14]([C:16]2[C:21]3[N:22]([CH2:28][C:29]4[CH:34]=[CH:33][C:32]([C:35]5[CH:40]=[CH:39][CH:38]=[CH:37][C:36]=5[C:41]5[N:45](C(C6C=CC=CC=6)(C6C=CC=CC=6)C6C=CC=CC=6)[N:44]=[N:43][N:42]=5)=[CH:31][CH:30]=4)[C:23]([O:25][CH2:26][CH3:27])=[N:24][C:20]=3[CH:19]=[CH:18][CH:17]=2)=[O:15])[CH3:12])=[O:9])[CH2:6][CH2:5][CH2:4][CH2:3][CH2:2]1. Given the product [CH:1]1([O:7][C:8]([O:10][CH:11]([O:13][C:14]([C:16]2[C:21]3[N:22]([CH2:28][C:29]4[CH:30]=[CH:31][C:32]([C:35]5[CH:40]=[CH:39][CH:38]=[CH:37][C:36]=5[C:41]5[NH:45][N:44]=[N:43][N:42]=5)=[CH:33][CH:34]=4)[C:23]([O:25][CH2:26][CH3:27])=[N:24][C:20]=3[CH:19]=[CH:18][CH:17]=2)=[O:15])[CH3:12])=[O:9])[CH2:2][CH2:3][CH2:4][CH2:5][CH2:6]1, predict the reactants needed to synthesize it. (2) Given the product [CH2:1]([O:3][C:4]([CH:6]1[CH2:11][CH2:10][N:9]([C:12]2[CH:17]=[CH:16][C:15]([NH2:18])=[C:14]([C:21](=[O:25])[N:22]([CH3:24])[CH3:23])[CH:13]=2)[CH2:8][CH2:7]1)=[O:5])[CH3:2], predict the reactants needed to synthesize it. The reactants are: [CH2:1]([O:3][C:4]([CH:6]1[CH2:11][CH2:10][N:9]([C:12]2[CH:17]=[CH:16][C:15]([N+:18]([O-])=O)=[C:14]([C:21](=[O:25])[N:22]([CH3:24])[CH3:23])[CH:13]=2)[CH2:8][CH2:7]1)=[O:5])[CH3:2]. (3) Given the product [F:1][C:2]1[CH:3]=[C:4]([CH:22]=[C:23]([F:25])[CH:24]=1)[C:5]([O:7][C:8]12[CH2:14][C:11]([CH2:15][CH2:16][CH2:4][C:5]([OH:7])=[O:6])([CH2:10][CH2:9]1)[CH2:12][CH2:13]2)=[O:6], predict the reactants needed to synthesize it. The reactants are: [F:1][C:2]1[CH:3]=[C:4]([CH:22]=[C:23]([F:25])[CH:24]=1)[C:5]([O:7][C:8]12[CH2:14][C:11]([CH2:15][CH2:16]C(=O)C=[N+]=[N-])([CH2:12][CH2:13]1)[CH2:10][CH2:9]2)=[O:6]. (4) Given the product [NH2:17][C:16]1[C:13]2[N:14]=[CH:15][C:10]([CH2:9][CH2:8][C:7]3[CH:19]=[CH:20][C:4]([C:1](=[O:3])[CH3:2])=[CH:5][CH:6]=3)=[CH:11][C:12]=2[C:25]2[CH:24]=[CH:23][C:22]([CH3:21])=[CH:27][C:26]=2[N:28]=1, predict the reactants needed to synthesize it. The reactants are: [C:1]([C:4]1[CH:20]=[CH:19][C:7]([CH2:8][CH2:9][C:10]2[CH:11]=[C:12](Cl)[C:13]([C:16]#[N:17])=[N:14][CH:15]=2)=[CH:6][CH:5]=1)(=[O:3])[CH3:2].[CH3:21][C:22]1[CH:23]=[CH:24][C:25](B2OC(C)(C)C(C)(C)O2)=[C:26]([NH:28]C(=O)OC(C)(C)C)[CH:27]=1.C(=O)([O-])[O-].[Na+].[Na+].